This data is from Catalyst prediction with 721,799 reactions and 888 catalyst types from USPTO. The task is: Predict which catalyst facilitates the given reaction. (1) Reactant: [NH2:1][C:2]1[CH:7]=[CH:6][C:5]([Cl:8])=[CH:4][C:3]=1[CH:9]([C:11]1[C:20]2[O:19][CH2:18][CH2:17][O:16][C:15]=2[CH:14]=[CH:13][CH:12]=1)[OH:10].[CH3:21][O:22][C:23]1[CH:30]=[C:29]([O:31][CH3:32])[CH:28]=[CH:27][C:24]=1[CH:25]=O.[BH4-].[Na+]. Product: [Cl:8][C:5]1[CH:6]=[CH:7][C:2]([NH:1][CH2:25][C:24]2[CH:27]=[CH:28][C:29]([O:31][CH3:32])=[CH:30][C:23]=2[O:22][CH3:21])=[C:3]([CH:9]([C:11]2[C:20]3[O:19][CH2:18][CH2:17][O:16][C:15]=3[CH:14]=[CH:13][CH:12]=2)[OH:10])[CH:4]=1. The catalyst class is: 15. (2) Reactant: [CH3:1][C:2]1([OH:6])[CH2:5][CH2:4][CH2:3]1.[C:7](OC(=O)C)(=[O:9])[CH3:8]. Product: [C:7]([O:6][C:2]1([CH3:1])[CH2:5][CH2:4][CH2:3]1)(=[O:9])[CH3:8]. The catalyst class is: 64. (3) Reactant: [NH:1]1[C:5]([CH:6]([C:8]2[CH:25]=[CH:24][C:11]3[N:12]([CH2:16][O:17][CH2:18][CH2:19][Si:20]([CH3:23])([CH3:22])[CH3:21])[C:13](=[O:15])[S:14][C:10]=3[CH:9]=2)[CH3:7])=[CH:4][CH:3]=[N:2]1.F[C:27]1[CH:32]=[CH:31][C:30]([I:33])=[CH:29][N:28]=1.C(=O)([O-])[O-].[Cs+].[Cs+]. Product: [I:33][C:30]1[CH:31]=[CH:32][C:27]([N:2]2[CH:3]=[CH:4][C:5]([CH:6]([C:8]3[CH:25]=[CH:24][C:11]4[N:12]([CH2:16][O:17][CH2:18][CH2:19][Si:20]([CH3:23])([CH3:22])[CH3:21])[C:13](=[O:15])[S:14][C:10]=4[CH:9]=3)[CH3:7])=[N:1]2)=[N:28][CH:29]=1. The catalyst class is: 1. (4) Reactant: [C:1]1([C:7](=[O:11])[C:8]([OH:10])=O)[CH:6]=[CH:5][CH:4]=[CH:3][CH:2]=1.CCN=C=NCCCN(C)C.[NH2:23][C:24]12[C:42](=[O:43])[C:41]3[C:36](=[C:37]([N+:44]([O-:46])=[O:45])[CH:38]=[CH:39][CH:40]=3)[C:25]1([OH:47])[O:26][C:27]1[CH:32]=[C:31]([CH:33]([CH3:35])[CH3:34])[CH:30]=[CH:29][C:28]=12. Product: [OH:47][C:25]12[C:36]3[C:41](=[CH:40][CH:39]=[CH:38][C:37]=3[N+:44]([O-:46])=[O:45])[C:42](=[O:43])[C:24]1([NH:23][C:8](=[O:10])[C:7](=[O:11])[C:1]1[CH:2]=[CH:3][CH:4]=[CH:5][CH:6]=1)[C:28]1[CH:29]=[CH:30][C:31]([CH:33]([CH3:35])[CH3:34])=[CH:32][C:27]=1[O:26]2. The catalyst class is: 85. (5) Reactant: Cl[C:2]1[N:7]=[C:6]([NH:8][C:9]([C:11]2([C:14]3[CH:24]=[CH:23][C:17]4[O:18][C:19]([F:22])([F:21])[O:20][C:16]=4[CH:15]=3)[CH2:13][CH2:12]2)=[O:10])[CH:5]=[CH:4][C:3]=1[CH3:25].[OH:26][C:27]1[CH:28]=[C:29]([CH:34]=[C:35](B2OC(C)(C)C(C)(C)O2)[CH:36]=1)[C:30]([O:32][CH3:33])=[O:31].C(=O)([O-])[O-].[Na+].[Na+]. Product: [F:21][C:19]1([F:22])[O:18][C:17]2[CH:23]=[CH:24][C:14]([C:11]3([C:9]([NH:8][C:6]4[N:7]=[C:2]([C:35]5[CH:34]=[C:29]([CH:28]=[C:27]([OH:26])[CH:36]=5)[C:30]([O:32][CH3:33])=[O:31])[C:3]([CH3:25])=[CH:4][CH:5]=4)=[O:10])[CH2:13][CH2:12]3)=[CH:15][C:16]=2[O:20]1. The catalyst class is: 104. (6) The catalyst class is: 4. Reactant: [F:1][C:2]([F:17])([CH2:8][C:9]1[CH:14]=[CH:13][C:12]([O:15]C)=[CH:11][CH:10]=1)[C:3]([O:5][CH2:6][CH3:7])=[O:4].[Cl-].[Al+3].[Cl-].[Cl-].C(S)CCCCCCC. Product: [F:1][C:2]([F:17])([CH2:8][C:9]1[CH:10]=[CH:11][C:12]([OH:15])=[CH:13][CH:14]=1)[C:3]([O:5][CH2:6][CH3:7])=[O:4]. (7) Reactant: [CH2:1]([N:8]1[CH2:13][CH2:12][N:11]([C:14]([C:16]2[N:17]=[CH:18][N:19]([C@@H:27]3[CH2:32][CH2:31][CH2:30][CH2:29][C@:28]3([CH2:34][O:35][CH3:36])[OH:33])[C:20]=2[C:21]2[CH:26]=[CH:25][CH:24]=[CH:23][CH:22]=2)=[O:15])[C@H:10]([CH2:37][CH2:38][OH:39])[CH2:9]1)[C:2]1[CH:7]=[CH:6][CH:5]=[CH:4][CH:3]=1.[C:40]1(O)[CH:45]=[CH:44][CH:43]=[CH:42][CH:41]=1.C1(P(C2C=CC=CC=2)C2C=CC=CC=2)C=CC=CC=1.CCOC(/N=N/C(OCC)=O)=O. Product: [CH2:1]([N:8]1[CH2:13][CH2:12][N:11]([C:14]([C:16]2[N:17]=[CH:18][N:19]([C@@H:27]3[CH2:32][CH2:31][CH2:30][CH2:29][C@:28]3([CH2:34][O:35][CH3:36])[OH:33])[C:20]=2[C:21]2[CH:26]=[CH:25][CH:24]=[CH:23][CH:22]=2)=[O:15])[C@H:10]([CH2:37][CH2:38][O:39][C:40]2[CH:45]=[CH:44][CH:43]=[CH:42][CH:41]=2)[CH2:9]1)[C:2]1[CH:7]=[CH:6][CH:5]=[CH:4][CH:3]=1. The catalyst class is: 1.